This data is from Forward reaction prediction with 1.9M reactions from USPTO patents (1976-2016). The task is: Predict the product of the given reaction. (1) Given the reactants [CH3:1][C:2]([O:4][C@H:5]1[C:14]2[C@@:15]3([CH3:30])[C@@H:26]([CH2:27][O:28][CH3:29])[O:25][C:23](=[O:24])[C:17]4=[CH:18][O:19][C:20]([C:21](=[O:22])[C:13]=2[C@@H:8]2[CH2:9][CH2:10][C@H:11]([OH:12])[C@@:7]2([CH3:31])[CH2:6]1)=[C:16]34)=[O:3].Cl.[NH2:33][CH2:34][CH2:35][SH:36].C(N(CC)CC)C.O, predict the reaction product. The product is: [C:2]([O:4][C@H:5]1[C:14]2[C@:15]3([CH3:30])[C:16](/[C:17](=[CH:18]/[NH:33][CH2:34][CH2:35][SH:36])/[C:23](=[O:24])[O:25][C@@H:26]3[CH2:27][O:28][CH3:29])=[C:20]([OH:19])[C:21](=[O:22])[C:13]=2[CH:8]2[C@@:7]([CH3:31])([C@@H:11]([OH:12])[CH2:10][CH2:9]2)[CH2:6]1)(=[O:3])[CH3:1]. (2) Given the reactants C([N:5]1[C:9]2=[N:10][CH:11]=[N:12][C:13]([NH2:14])=[C:8]2[C:7]([O:15][C:16]2[CH:21]=[CH:20][CH:19]=[C:18]([Cl:22])[CH:17]=2)=[N:6]1)(C)(C)C.ClC1C=C(O)C=CC=1.BrC1C2C(=NC=NC=2N)N(C(C)(C)C)N=1.S(=O)(=O)(O)O, predict the reaction product. The product is: [Cl:22][C:18]1[CH:17]=[C:16]([CH:21]=[CH:20][CH:19]=1)[O:15][C:7]1[C:8]2[C:9](=[N:10][CH:11]=[N:12][C:13]=2[NH2:14])[NH:5][N:6]=1. (3) Given the reactants Br[C:2]1[CH:11]=[CH:10][C:9]2[N:8]=[CH:7][C:6]3[N:12]([CH3:23])[C:13](=[O:22])[N:14]([C:15]4[C:16]([CH3:21])=[N:17][N:18]([CH3:20])[CH:19]=4)[C:5]=3[C:4]=2[CH:3]=1.[CH2:24]([O:31][CH2:32][CH2:33][CH2:34][O:35][C:36]1[CH:41]=[CH:40][C:39](B2OC(C)(C)C(C)(C)O2)=[CH:38][N:37]=1)[C:25]1[CH:30]=[CH:29][CH:28]=[CH:27][CH:26]=1, predict the reaction product. The product is: [CH2:24]([O:31][CH2:32][CH2:33][CH2:34][O:35][C:36]1[N:37]=[CH:38][C:39]([C:2]2[CH:11]=[CH:10][C:9]3[N:8]=[CH:7][C:6]4[N:12]([CH3:23])[C:13](=[O:22])[N:14]([C:15]5[C:16]([CH3:21])=[N:17][N:18]([CH3:20])[CH:19]=5)[C:5]=4[C:4]=3[CH:3]=2)=[CH:40][CH:41]=1)[C:25]1[CH:26]=[CH:27][CH:28]=[CH:29][CH:30]=1. (4) Given the reactants [NH2:1][CH2:2][CH:3]([CH:5]1[CH2:7][CH2:6]1)[OH:4].[H-].[Na+].[O:10]1[C:14]2[CH:15]=[CH:16][CH:17]=[CH:18][C:13]=2[CH:12]=[C:11]1[C:19]1[N:23]2[N:24]=[C:25](Cl)[CH:26]=[CH:27][C:22]2=[N:21][CH:20]=1, predict the reaction product. The product is: [O:10]1[C:14]2[CH:15]=[CH:16][CH:17]=[CH:18][C:13]=2[CH:12]=[C:11]1[C:19]1[N:23]2[N:24]=[C:25]([O:4][CH:3]([CH:5]3[CH2:7][CH2:6]3)[CH2:2][NH2:1])[CH:26]=[CH:27][C:22]2=[N:21][CH:20]=1.